Dataset: Full USPTO retrosynthesis dataset with 1.9M reactions from patents (1976-2016). Task: Predict the reactants needed to synthesize the given product. (1) Given the product [Cl:8][C:6]1[CH:5]=[C:4]([C:9]2([C:26]([F:28])([F:27])[F:29])[O:13][N:12]=[C:11]([C:14]3[N:15]4[C:19]([C:20]([C:23]([NH:64][CH2:65][CH2:66][C:67]5[CH:68]=[CH:69][C:70]6[C:74]([CH3:75])([CH3:76])[O:73][B:72]([OH:77])[C:71]=6[CH:78]=5)=[O:25])=[CH:21][CH:22]=3)=[CH:18][CH:17]=[CH:16]4)[CH2:10]2)[CH:3]=[C:2]([Cl:1])[CH:7]=1, predict the reactants needed to synthesize it. The reactants are: [Cl:1][C:2]1[CH:3]=[C:4]([C:9]2([C:26]([F:29])([F:28])[F:27])[O:13][N:12]=[C:11]([C:14]3[N:15]4[C:19]([C:20]([C:23]([OH:25])=O)=[CH:21][CH:22]=3)=[CH:18][CH:17]=[CH:16]4)[CH2:10]2)[CH:5]=[C:6]([Cl:8])[CH:7]=1.CN(C(ON1N=NC2C=CC=NC1=2)=[N+](C)C)C.F[P-](F)(F)(F)(F)F.CCN(C(C)C)C(C)C.Cl.[NH2:64][CH2:65][CH2:66][C:67]1[CH:68]=[CH:69][C:70]2[C:74]([CH3:76])([CH3:75])[O:73][B:72]([OH:77])[C:71]=2[CH:78]=1. (2) Given the product [CH3:17][O:16][C:13]1[CH:12]=[CH:11][C:10]([CH:9]([NH:18][C:19](=[O:33])[C@@H:20]([CH3:32])[NH2:21])[C:6]2[CH:7]=[CH:8][C:3]([O:2][CH3:1])=[CH:4][CH:5]=2)=[CH:15][CH:14]=1, predict the reactants needed to synthesize it. The reactants are: [CH3:1][O:2][C:3]1[CH:8]=[CH:7][C:6]([CH:9]([NH:18][C:19](=[O:33])[C@@H:20]([CH3:32])[NH:21]C(OCC2C=CC=CC=2)=O)[C:10]2[CH:15]=[CH:14][C:13]([O:16][CH3:17])=[CH:12][CH:11]=2)=[CH:5][CH:4]=1. (3) The reactants are: [CH3:1][N:2]([CH2:12][CH2:13][N:14]1[CH2:19][CH2:18][N:17]([CH3:20])[CH2:16][CH2:15]1)[C:3]1[CH:8]=[CH:7][C:6]([N+:9]([O-])=O)=[CH:5][CH:4]=1.C(O)(C(F)(F)F)=O. Given the product [CH3:1][N:2]([CH2:12][CH2:13][N:14]1[CH2:15][CH2:16][N:17]([CH3:20])[CH2:18][CH2:19]1)[C:3]1[CH:8]=[CH:7][C:6]([NH2:9])=[CH:5][CH:4]=1, predict the reactants needed to synthesize it.